Dataset: Full USPTO retrosynthesis dataset with 1.9M reactions from patents (1976-2016). Task: Predict the reactants needed to synthesize the given product. (1) The reactants are: [Si]([O:8][CH2:9][CH2:10][N:11]([C:16]1[C:17]([OH:36])=[CH:18][C:19]2[N:20]([N:22]=[C:23]([C:29]3[CH:34]=[CH:33][C:32]([F:35])=[CH:31][CH:30]=3)[C:24]=2[C:25]([O:27][CH3:28])=[O:26])[CH:21]=1)[S:12]([CH3:15])(=[O:14])=[O:13])(C(C)(C)C)(C)C. Given the product [F:35][C:32]1[CH:33]=[CH:34][C:29]([C:23]2[C:24]([C:25]([O:27][CH3:28])=[O:26])=[C:19]3[CH:18]=[C:17]([OH:36])[C:16]([N:11]([CH2:10][CH2:9][OH:8])[S:12]([CH3:15])(=[O:14])=[O:13])=[CH:21][N:20]3[N:22]=2)=[CH:30][CH:31]=1, predict the reactants needed to synthesize it. (2) Given the product [Cl:1][C:2]1[CH:3]=[C:4]([NH:8][C:9](=[O:23])[C:10]2[CH:15]=[CH:14][CH:13]=[N:12][C:11]=2[NH:16][C@H:17]2[CH2:22][CH2:21][CH2:20][N:19]([CH2:33][CH2:32][OH:50])[CH2:18]2)[CH:5]=[CH:6][CH:7]=1, predict the reactants needed to synthesize it. The reactants are: [Cl:1][C:2]1[CH:3]=[C:4]([NH:8][C:9](=[O:23])[C:10]2[CH:15]=[CH:14][CH:13]=[N:12][C:11]=2[NH:16][C@H:17]2[CH2:22][CH2:21][CH2:20][NH:19][CH2:18]2)[CH:5]=[CH:6][CH:7]=1.ClC1C=C(N[C:32](=[O:50])[C:33]2C=CC=NC=2NC2CC(C)(C)NC(C)(C)C2)C=CC=1. (3) Given the product [Cl:12][C:4]1[CH:5]=[C:6]([C:8]([F:11])([F:10])[F:9])[CH:7]=[C:2]([CH3:13])[N:3]=1, predict the reactants needed to synthesize it. The reactants are: Cl[C:2]1[CH:7]=[C:6]([C:8]([F:11])([F:10])[F:9])[CH:5]=[C:4]([Cl:12])[N:3]=1.[CH3:13][Mg]Cl. (4) Given the product [ClH:25].[C:1]([C:5]1[C:10]([O:11][CH2:12][CH3:13])=[CH:9][C:8]([C:14]2[N:15]([C:33]([N:50]3[CH2:49][CH2:48][N:47]([CH2:46][CH2:45][S:42]([CH3:41])(=[O:43])=[O:44])[CH2:52][CH2:51]3)=[O:34])[C@H:16]([C:26]3[CH:31]=[CH:30][C:29]([Cl:32])=[CH:28][CH:27]=3)[C@H:17]([C:19]3[CH:20]=[CH:21][C:22]([Cl:25])=[CH:23][CH:24]=3)[N:18]=2)=[C:7]([O:36][CH2:37][CH3:38])[CH:6]=1)([CH3:2])([CH3:3])[CH3:4], predict the reactants needed to synthesize it. The reactants are: [C:1]([C:5]1[C:10]([O:11][CH2:12][CH3:13])=[CH:9][C:8]([C:14]2[N:15]([C:33](Cl)=[O:34])[C@H:16]([C:26]3[CH:31]=[CH:30][C:29]([Cl:32])=[CH:28][CH:27]=3)[C@H:17]([C:19]3[CH:24]=[CH:23][C:22]([Cl:25])=[CH:21][CH:20]=3)[N:18]=2)=[C:7]([O:36][CH2:37][CH3:38])[CH:6]=1)([CH3:4])([CH3:3])[CH3:2].Cl.Cl.[CH3:41][S:42]([CH2:45][CH2:46][N:47]1[CH2:52][CH2:51][NH:50][CH2:49][CH2:48]1)(=[O:44])=[O:43]. (5) Given the product [O:1]1[C:5]2[CH:6]=[CH:7][CH:8]=[CH:9][C:4]=2[CH:3]=[C:2]1[C:10]1[C:11]([Cl:23])=[N:12][C:13]2[C:18](=[CH:17][CH:16]=[CH:15][CH:14]=2)[N:19]=1, predict the reactants needed to synthesize it. The reactants are: [O:1]1[C:5]2[CH:6]=[CH:7][CH:8]=[CH:9][C:4]=2[CH:3]=[C:2]1[C:10]1[C:11](O)=[N:12][C:13]2[C:18]([N:19]=1)=[CH:17][CH:16]=[CH:15][CH:14]=2.S(Cl)([Cl:23])=O.CN(C=O)C. (6) Given the product [Cl:1][C:2]1[N:3]=[C:4]([NH:20][CH2:13][CH2:14][CH2:15][CH2:16][CH2:17][CH2:18][CH3:19])[C:5]2[S:10][CH:9]=[C:8]([CH3:11])[C:6]=2[N:7]=1, predict the reactants needed to synthesize it. The reactants are: [Cl:1][C:2]1[N:3]=[C:4](Cl)[C:5]2[S:10][CH:9]=[C:8]([CH3:11])[C:6]=2[N:7]=1.[CH2:13]([NH2:20])[CH2:14][CH2:15][CH2:16][CH2:17][CH2:18][CH3:19].